This data is from Reaction yield outcomes from USPTO patents with 853,638 reactions. The task is: Predict the reaction yield, written as a fraction of the theoretical maximum amount of product (1.0 means a 100% yield; for example, 0.34 means a 34% yield). (1) The reactants are [CH2:1]([NH:5][CH3:6])[CH2:2][CH2:3][CH3:4].[CH:7]1([N:13]=[C:14]=[N:15][CH:16]2[CH2:21][CH2:20][CH2:19][CH2:18][CH2:17]2)[CH2:12][CH2:11][CH2:10][CH2:9][CH2:8]1. No catalyst specified. The product is [CH2:1]([N:5]([CH3:6])[C:14]([NH:13][CH:7]1[CH2:8][CH2:9][CH2:10][CH2:11][CH2:12]1)=[N:15][CH:16]1[CH2:21][CH2:20][CH2:19][CH2:18][CH2:17]1)[CH2:2][CH2:3][CH3:4]. The yield is 0.997. (2) The reactants are [N:1]1[CH:6]=[CH:5][CH:4]=[CH:3][C:2]=1[C:7]([C:9]1[S:13][C:12]([NH2:14])=[N:11][C:10]=1[C:15]1[O:16][CH:17]=[CH:18][CH:19]=1)=[O:8].[C:20]([N:27]1[CH:31]=[CH:30]N=[CH:28]1)(N1C=CN=C1)=[O:21].N1CC[O:35][CH2:34]C1.O. The catalyst is ClCCl. The product is [O:16]1[CH:17]=[CH:18][CH:19]=[C:15]1[C:10]1[N:11]=[C:12]([NH:14][C:20]([N:27]2[CH2:31][CH2:30][O:35][CH2:34][CH2:28]2)=[O:21])[S:13][C:9]=1[C:7]([C:2]1[CH:3]=[CH:4][CH:5]=[CH:6][N:1]=1)=[O:8]. The yield is 0.660. (3) The reactants are [Br:1][C:2]1[CH:7]=[CH:6][C:5]([C:8](=NN(C)C)[C:9](=[O:14])[C:10]([F:13])([F:12])[F:11])=[CH:4][CH:3]=1.S(=O)(=O)(O)[OH:20]. No catalyst specified. The product is [Br:1][C:2]1[CH:7]=[CH:6][C:5]([C:8](=[O:20])[C:9](=[O:14])[C:10]([F:13])([F:12])[F:11])=[CH:4][CH:3]=1. The yield is 0.920. (4) The reactants are [CH3:1][O:2][C:3]1[CH:8]=[C:7]([O:9][CH3:10])[CH:6]=[CH:5][C:4]=1[C:11](=O)[CH2:12][C:13]([O:15][CH3:16])=[O:14].Cl.[CH3:19][O:20][C:21](=[O:24])[CH2:22][NH2:23].[C:25](O)(=O)C.C(N(CC)CC)C. The catalyst is CCO. The product is [CH3:1][O:2][C:3]1[CH:8]=[C:7]([O:9][CH3:10])[CH:6]=[CH:5][C:4]=1/[C:11](/[NH:23][CH2:22][C:21]([O:20][CH2:19][CH3:25])=[O:24])=[CH:12]/[C:13]([O:15][CH3:16])=[O:14]. The yield is 0.690.